Predict the product of the given reaction. From a dataset of Forward reaction prediction with 1.9M reactions from USPTO patents (1976-2016). (1) Given the reactants O.[NH2:2][NH2:3].Cl[C:5]1[CH:13]=[CH:12][C:11]([N+:14]([O-:16])=[O:15])=[CH:10][C:6]=1[C:7](O)=[O:8].Cl, predict the reaction product. The product is: [N+:14]([C:11]1[CH:10]=[C:6]2[C:5](=[CH:13][CH:12]=1)[NH:3][NH:2][C:7]2=[O:8])([O-:16])=[O:15]. (2) Given the reactants CO[C:3]1[CH:4]=[CH:5][CH:6]=[C:7](OC)[C:8]=1[C:9]1C=CC=CC=1P(C1CCCCC1)C1CCCCC1.P([O-])([O-])([O-])=O.[K+].[K+].[K+].Br[C:39]1[CH:40]=[CH:41][C:42]([O:45][CH3:46])=[N:43][CH:44]=1.C(B1C2CCCC1CCC2)C1C=CC=CC=1.C1COCC1, predict the reaction product. The product is: [CH2:9]([C:39]1[CH:40]=[CH:41][C:42]([O:45][CH3:46])=[N:43][CH:44]=1)[C:8]1[CH:7]=[CH:6][CH:5]=[CH:4][CH:3]=1. (3) Given the reactants [NH2:1][C:2]1[C:3]([OH:12])=[CH:4][C:5]2[C:10]([CH:11]=1)=[CH:9][CH:8]=[CH:7][CH:6]=2.[Br:13][C:14]1[CH:19]=[CH:18][CH:17]=[CH:16][C:15]=1[N:20]=[C:21]=[O:22], predict the reaction product. The product is: [OH:12][C:3]1[C:2]([NH:1][C:21]([NH:20][C:15]2[CH:16]=[CH:17][CH:18]=[CH:19][C:14]=2[Br:13])=[O:22])=[CH:11][C:10]2[C:5](=[CH:6][CH:7]=[CH:8][CH:9]=2)[CH:4]=1.